Dataset: Full USPTO retrosynthesis dataset with 1.9M reactions from patents (1976-2016). Task: Predict the reactants needed to synthesize the given product. (1) Given the product [CH3:9][O:8][C:6](=[O:7])[C:5]1[CH:10]=[CH:11][C:2]([N:16]2[CH2:17][CH2:18][N:13]([CH3:12])[CH2:14][CH2:15]2)=[N:3][CH:4]=1, predict the reactants needed to synthesize it. The reactants are: Cl[C:2]1[CH:11]=[CH:10][C:5]([C:6]([O:8][CH3:9])=[O:7])=[CH:4][N:3]=1.[CH3:12][N:13]1[CH2:18][CH2:17][NH:16][CH2:15][CH2:14]1.C(N(C(C)C)CC)(C)C. (2) Given the product [CH3:1][N:2]([CH3:34])[CH:3]([CH2:32][CH3:33])[CH:4]([C:10]1[CH:31]=[CH:30][C:13]2[N:14]=[C:15]([NH:17][C:18]([C:20]3[CH:29]=[CH:28][C:23]([C:24]([OH:26])=[O:25])=[CH:22][CH:21]=3)=[O:19])[S:16][C:12]=2[CH:11]=1)[N:5]1[CH:9]=[CH:8][N:7]=[CH:6]1, predict the reactants needed to synthesize it. The reactants are: [CH3:1][N:2]([CH3:34])[CH:3]([CH2:32][CH3:33])[CH:4]([C:10]1[CH:31]=[CH:30][C:13]2[N:14]=[C:15]([NH:17][C:18]([C:20]3[CH:29]=[CH:28][C:23]([C:24]([O:26]C)=[O:25])=[CH:22][CH:21]=3)=[O:19])[S:16][C:12]=2[CH:11]=1)[N:5]1[CH:9]=[CH:8][N:7]=[CH:6]1.[OH-].[Li+]. (3) Given the product [Br:1][C:2]1[CH:3]=[CH:4][C:5]([S:8]([N:11]([CH2:13][CH2:14][O:15][Si:20]([C:16]([CH3:19])([CH3:18])[CH3:17])([CH3:23])[CH3:22])[CH3:12])(=[O:9])=[O:10])=[CH:6][CH:7]=1, predict the reactants needed to synthesize it. The reactants are: [Br:1][C:2]1[CH:7]=[CH:6][C:5]([S:8]([N:11]([CH2:13][CH2:14][OH:15])[CH3:12])(=[O:10])=[O:9])=[CH:4][CH:3]=1.[C:16]([Si:20]([CH3:23])([CH3:22])Cl)([CH3:19])([CH3:18])[CH3:17].C(N(CC)CC)C.O. (4) Given the product [CH3:25][C:22]1[CH:23]=[CH:24][C:19]([CH:2]([C:3]([O:5][C:6]([CH3:7])([CH3:8])[CH3:9])=[O:4])[C:1]([O:11][C:12]([CH3:15])([CH3:14])[CH3:13])=[O:10])=[C:20]([N+:26]([O-:28])=[O:27])[CH:21]=1, predict the reactants needed to synthesize it. The reactants are: [C:1]([O:11][C:12]([CH3:15])([CH3:14])[CH3:13])(=[O:10])[CH2:2][C:3]([O:5][C:6]([CH3:9])([CH3:8])[CH3:7])=[O:4].[H-].[Na+].F[C:19]1[CH:24]=[CH:23][C:22]([CH3:25])=[CH:21][C:20]=1[N+:26]([O-:28])=[O:27]. (5) Given the product [Cl:26][C:27]1[CH:28]=[CH:29][C:30]([O:31][P:32]([NH:46][C@@H:47]([CH3:58])[C:48]([O:50][CH2:51][C:52]2[CH:53]=[CH:54][CH:55]=[CH:56][CH:57]=2)=[O:49])([O:10][CH2:9][C@@H:6]2[C@@H:7]([OH:8])[C@@:3]([C:1]#[CH:2])([OH:19])[C@H:4]([N:11]3[CH:16]=[CH:15][C:14](=[O:17])[NH:13][C:12]3=[O:18])[O:5]2)=[O:33])=[CH:59][CH:60]=1, predict the reactants needed to synthesize it. The reactants are: [C:1]([C@@:3]1([OH:19])[C@H:7]([OH:8])[C@@H:6]([CH2:9][OH:10])[O:5][C@H:4]1[N:11]1[CH:16]=[CH:15][C:14](=[O:17])[NH:13][C:12]1=[O:18])#[CH:2].C([Mg]Cl)(C)(C)C.[Cl:26][C:27]1[CH:60]=[CH:59][C:30]([O:31][P:32]([NH:46][C@@H:47]([CH3:58])[C:48]([O:50][CH2:51][C:52]2[CH:57]=[CH:56][CH:55]=[CH:54][CH:53]=2)=[O:49])(OC2C(F)=C(F)C(F)=C(F)C=2F)=[O:33])=[CH:29][CH:28]=1.